This data is from Peptide-MHC class I binding affinity with 185,985 pairs from IEDB/IMGT. The task is: Regression. Given a peptide amino acid sequence and an MHC pseudo amino acid sequence, predict their binding affinity value. This is MHC class I binding data. (1) The peptide sequence is REAPYELNI. The MHC is HLA-B83:01 with pseudo-sequence HLA-B83:01. The binding affinity (normalized) is 0.213. (2) The peptide sequence is TRYYWDIHL. The MHC is HLA-C07:01 with pseudo-sequence HLA-C07:01. The binding affinity (normalized) is 0.635.